This data is from Catalyst prediction with 721,799 reactions and 888 catalyst types from USPTO. The task is: Predict which catalyst facilitates the given reaction. (1) Reactant: [C:1]([O:5][C:6]([NH:8][C:9]1([C:15]([OH:17])=O)[CH2:14][CH2:13][O:12][CH2:11][CH2:10]1)=[O:7])([CH3:4])([CH3:3])[CH3:2].CN(C(ON1N=NC2C=CC=NC1=2)=[N+](C)C)C.F[P-](F)(F)(F)(F)F.[CH3:42][C:43]1[CH:44]=[C:45]([CH:50]2[CH2:55][NH:54][CH2:53][CH:52]([NH:56][C:57](=[O:64])[C:58]3[CH:63]=[CH:62][CH:61]=[CH:60][CH:59]=3)[CH2:51]2)[CH:46]=[CH:47][C:48]=1[CH3:49]. Product: [CH3:42][C:43]1[CH:44]=[C:45]([CH:50]2[CH2:51][CH:52]([NH:56][C:57]([C:58]3[CH:59]=[CH:60][CH:61]=[CH:62][CH:63]=3)=[O:64])[CH2:53][N:54]([C:15]([C:9]3([NH:8][C:6](=[O:7])[O:5][C:1]([CH3:2])([CH3:3])[CH3:4])[CH2:10][CH2:11][O:12][CH2:13][CH2:14]3)=[O:17])[CH2:55]2)[CH:46]=[CH:47][C:48]=1[CH3:49]. The catalyst class is: 456. (2) Product: [CH3:35][O:36][CH2:37][CH2:38][N:39]1[C:9](=[O:10])[C:8]2[CH:7]([C:14]3[CH:19]=[CH:18][C:17]([C:20]#[N:21])=[CH:16][CH:15]=3)[N:6]3[N:22]=[N:23][N:24]=[C:5]3[N:4]([C:25]3[CH:30]=[CH:29][CH:28]=[C:27]([C:31]([F:33])([F:34])[F:32])[CH:26]=3)[C:3]=2[CH2:2]1. The catalyst class is: 21. Reactant: Br[CH2:2][C:3]1[N:4]([C:25]2[CH:30]=[CH:29][CH:28]=[C:27]([C:31]([F:34])([F:33])[F:32])[CH:26]=2)[C:5]2[N:6]([N:22]=[N:23][N:24]=2)[CH:7]([C:14]2[CH:19]=[CH:18][C:17]([C:20]#[N:21])=[CH:16][CH:15]=2)[C:8]=1[C:9](OCC)=[O:10].[CH3:35][O:36][CH2:37][CH2:38][NH2:39]. (3) Reactant: [CH2:1]([S:8][C:9]1[N:10]=[C:11]([NH:20][C@H:21]([CH2:24][CH:25]([CH3:27])[CH3:26])[CH2:22][OH:23])[C:12]2[S:17][C:16]([O:18]C)=[N:15][C:13]=2[N:14]=1)[C:2]1[CH:7]=[CH:6][CH:5]=[CH:4][CH:3]=1.Cl. Product: [CH2:1]([S:8][C:9]1[N:10]=[C:11]([NH:20][C@@H:21]([CH2:22][OH:23])[CH2:24][CH:25]([CH3:26])[CH3:27])[C:12]2[S:17][C:16](=[O:18])[NH:15][C:13]=2[N:14]=1)[C:2]1[CH:3]=[CH:4][CH:5]=[CH:6][CH:7]=1. The catalyst class is: 38. (4) Reactant: C(OC([NH:8][C@@H:9]1[CH2:14][CH2:13][C@H:12]([O:15][NH2:16])[CH2:11][CH2:10]1)=O)(C)(C)C.[ClH:17]. The catalyst class is: 25. Product: [ClH:17].[ClH:17].[NH2:8][C@@H:9]1[CH2:14][CH2:13][C@H:12]([O:15][NH2:16])[CH2:11][CH2:10]1. (5) Reactant: [C:1]([O:5][C:6](=[O:29])[C:7]([O:10]/[N:11]=[C:12](/[C:16]1[N:17]=[C:18]([NH:21][C:22]([O:24][C:25]([CH3:28])([CH3:27])[CH3:26])=[O:23])[S:19][CH:20]=1)\[C:13]([OH:15])=O)([CH3:9])[CH3:8])([CH3:4])([CH3:3])[CH3:2].CCN(C(C)C)C(C)C.CN(C(ON1N=NC2C=CC=NC1=2)=[N+](C)C)C.F[P-](F)(F)(F)(F)F.[NH2:63][C@@H:64]1[C:67](=[O:68])[NH:66][C@@H:65]1[CH2:69][N:70]1[N:74]=[N:73][C:72]([CH2:75][NH:76][C:77](=[O:83])[O:78][C:79]([CH3:82])([CH3:81])[CH3:80])=[N:71]1. Product: [C:79]([O:78][C:77]([NH:76][CH2:75][C:72]1[N:73]=[N:74][N:70]([CH2:69][C@@H:65]2[C@H:64]([NH:63][C:13](=[O:15])/[C:12](=[N:11]\[O:10][C:7]([CH3:8])([CH3:9])[C:6]([O:5][C:1]([CH3:4])([CH3:3])[CH3:2])=[O:29])/[C:16]3[N:17]=[C:18]([NH:21][C:22]([O:24][C:25]([CH3:26])([CH3:27])[CH3:28])=[O:23])[S:19][CH:20]=3)[C:67](=[O:68])[NH:66]2)[N:71]=1)=[O:83])([CH3:82])([CH3:80])[CH3:81]. The catalyst class is: 59. (6) Reactant: [O:1]=[C:2]1[C:11]2[CH:10]=[C:9]([C:12]([O:14][CH3:15])=[O:13])[CH:8]=[CH:7][C:6]=2[CH2:5][CH2:4][CH2:3]1.C1COCC1.[H-].[Na+].[C:23](=O)([O:26]C)[O:24][CH3:25]. Product: [O:1]=[C:2]1[C:11]2[C:6](=[CH:7][CH:8]=[C:9]([C:12]([O:14][CH3:15])=[O:13])[CH:10]=2)[CH2:5][CH2:4][CH:3]1[C:23]([O:24][CH3:25])=[O:26]. The catalyst class is: 775. (7) Reactant: C([OH:4])(C)C.[CH3:5][C:6]1[S:10][C:9]([S:11][CH2:12][C:13]2[CH2:30][S:29][C@@H:16]3[C@H:17]([NH:20][C:21]([CH2:23][N:24]4[N:28]=[N:27][N:26]=[CH:25]4)=[O:22])[C:18](=[O:19])[N:15]3[C:14]=2[C:31]([OH:33])=[O:32])=[N:8][N:7]=1.C(=O)([O-])[O-:35].[Na+:38].[Na+]. Product: [CH3:5][C:6]1[S:10][C:9]([S:11][CH2:12][C:13]2[CH2:30][S:29][C@@H:16]3[C@H:17]([NH:20][C:21]([CH2:23][N:24]4[N:28]=[N:27][N:26]=[CH:25]4)=[O:22])[C:18](=[O:19])[N:15]3[C:14]=2[C:31]([O-:33])=[O:32])=[N:8][N:7]=1.[OH2:4].[OH2:35].[OH2:4].[OH2:4].[OH2:4].[Na+:38]. The catalyst class is: 6.